From a dataset of Peptide-MHC class II binding affinity with 134,281 pairs from IEDB. Regression. Given a peptide amino acid sequence and an MHC pseudo amino acid sequence, predict their binding affinity value. This is MHC class II binding data. (1) The peptide sequence is YDFFLANVSTVLTGK. The MHC is DRB1_0401 with pseudo-sequence DRB1_0401. The binding affinity (normalized) is 0.505. (2) The peptide sequence is QEALNIALVAVSLIA. The MHC is DRB1_1101 with pseudo-sequence DRB1_1101. The binding affinity (normalized) is 0.200. (3) The peptide sequence is LVGPFNFRFMSKGGMRNVFDEVIPT. The MHC is DRB1_0701 with pseudo-sequence DRB1_0701. The binding affinity (normalized) is 0.503. (4) The peptide sequence is AVWVDGKARTAWVDS. The MHC is DRB5_0101 with pseudo-sequence DRB5_0101. The binding affinity (normalized) is 0.375. (5) The peptide sequence is YKRQLMNILGAVYRY. The MHC is HLA-DQA10102-DQB10602 with pseudo-sequence HLA-DQA10102-DQB10602. The binding affinity (normalized) is 0.663. (6) The peptide sequence is GSGGVWREMHHLVEF. The MHC is HLA-DQA10103-DQB10603 with pseudo-sequence HLA-DQA10103-DQB10603. The binding affinity (normalized) is 0. (7) The peptide sequence is YARFQSQTTLKQKT. The MHC is HLA-DQA10301-DQB10301 with pseudo-sequence HLA-DQA10301-DQB10301. The binding affinity (normalized) is 0.